This data is from Forward reaction prediction with 1.9M reactions from USPTO patents (1976-2016). The task is: Predict the product of the given reaction. Given the reactants [NH2:1][C@@H:2]([CH2:15][C:16]1[CH:21]=[CH:20][CH:19]=[CH:18][CH:17]=1)[C:3]([N:5]1[CH2:14][CH2:13][C:12]2[C:7](=[CH:8][CH:9]=[CH:10][CH:11]=2)[CH2:6]1)=[O:4].[N:22]1[CH:27]=[CH:26][CH:25]=[CH:24][C:23]=1[C:28]1[CH:35]=[CH:34][C:31]([CH:32]=O)=[CH:30][CH:29]=1.C(O[BH-](OC(=O)C)OC(=O)C)(=O)C.[Na+].CC(=O)OCC.CCCCCCC, predict the reaction product. The product is: [CH2:6]1[C:7]2[C:12](=[CH:11][CH:10]=[CH:9][CH:8]=2)[CH2:13][CH2:14][N:5]1[C:3](=[O:4])[C@@H:2]([NH:1][CH2:32][C:31]1[CH:30]=[CH:29][C:28]([C:23]2[CH:24]=[CH:25][CH:26]=[CH:27][N:22]=2)=[CH:35][CH:34]=1)[CH2:15][C:16]1[CH:21]=[CH:20][CH:19]=[CH:18][CH:17]=1.